This data is from Forward reaction prediction with 1.9M reactions from USPTO patents (1976-2016). The task is: Predict the product of the given reaction. (1) Given the reactants C[O:2][C:3](=[O:33])[CH:4]([CH2:25][C:26]1[CH:31]=[CH:30][C:29]([F:32])=[CH:28][CH:27]=1)[C:5]([N:7]1[CH2:12][CH2:11][C:10]([CH:19]2[CH2:24][CH2:23][CH2:22][CH2:21][CH2:20]2)([CH2:13][N:14]2[CH:18]=[N:17][CH:16]=[N:15]2)[CH2:9][CH2:8]1)=[O:6].[Li+].[OH-], predict the reaction product. The product is: [CH:19]1([C:10]2([CH2:13][N:14]3[CH:18]=[N:17][CH:16]=[N:15]3)[CH2:11][CH2:12][N:7]([C:5](=[O:6])[CH:4]([CH2:25][C:26]3[CH:27]=[CH:28][C:29]([F:32])=[CH:30][CH:31]=3)[C:3]([OH:33])=[O:2])[CH2:8][CH2:9]2)[CH2:20][CH2:21][CH2:22][CH2:23][CH2:24]1. (2) Given the reactants CN(C)CCN(C)C.[Li][CH2:10][CH2:11][CH2:12][CH3:13].[Cl:14][C:15]1[N:20]=[C:19]([NH:21][C:22](=[O:28])[O:23][C:24]([CH3:27])([CH3:26])[CH3:25])[CH:18]=[CH:17][CH:16]=1.ClCCCCI, predict the reaction product. The product is: [Cl:14][C:15]1[CH:16]=[CH:17][C:18]2[CH2:13][CH2:12][CH2:11][CH2:10][N:21]([C:22]([O:23][C:24]([CH3:25])([CH3:27])[CH3:26])=[O:28])[C:19]=2[N:20]=1. (3) Given the reactants [CH3:1][C:2]1[NH:3][C:4]2[C:9]([CH:10]=1)=[CH:8][CH:7]=[CH:6][C:5]=2[O:11]C.B(Br)(Br)Br.CCOC(C)=O, predict the reaction product. The product is: [CH3:1][C:2]1[NH:3][C:4]2[C:9]([CH:10]=1)=[CH:8][CH:7]=[CH:6][C:5]=2[OH:11]. (4) Given the reactants [CH2:1]([O:3][C:4](=[O:30])[CH:5]=[C:6]([N:13]1[C:21]2[C:16](=[CH:17][C:18]([O:22]CC3C=CC=CC=3)=[CH:19][CH:20]=2)[CH:15]=[CH:14]1)[C:7]1[CH:12]=[CH:11][CH:10]=[CH:9][CH:8]=1)[CH3:2], predict the reaction product. The product is: [C:4]([O-:30])(=[O:3])[CH3:5].[CH2:1]([O:3][C:4](=[O:30])[CH2:5][CH:6]([N:13]1[C:21]2[C:16](=[CH:17][C:18]([OH:22])=[CH:19][CH:20]=2)[CH:15]=[CH:14]1)[C:7]1[CH:12]=[CH:11][CH:10]=[CH:9][CH:8]=1)[CH3:2]. (5) Given the reactants [N+:1]([C:4]1[C:9]([CH:10]=[CH2:11])=[CH:8][CH:7]=[CH:6][N:5]=1)([O-:3])=[O:2].[NH2:12][CH:13]1[CH2:18][CH2:17][N:16]([C:19]([O:21][C:22]([CH3:25])([CH3:24])[CH3:23])=[O:20])[CH2:15][CH2:14]1.C(N(CC)CC)C, predict the reaction product. The product is: [N+:1]([C:4]1[C:9]([CH2:10][CH2:11][NH:12][CH:13]2[CH2:14][CH2:15][N:16]([C:19]([O:21][C:22]([CH3:25])([CH3:24])[CH3:23])=[O:20])[CH2:17][CH2:18]2)=[CH:8][CH:7]=[CH:6][N:5]=1)([O-:3])=[O:2]. (6) Given the reactants [OH:1][C:2]1[CH:7]=[CH:6][CH:5]=[CH:4][C:3]=1[CH2:8][C:9]#[N:10].Br[CH2:12][C:13]([O:15][C:16]([CH3:19])([CH3:18])[CH3:17])=[O:14].CN(C=O)C.C(=O)([O-])[O-].[K+].[K+], predict the reaction product. The product is: [C:9]([CH2:8][C:3]1[CH:4]=[CH:5][CH:6]=[CH:7][C:2]=1[O:1][CH2:12][C:13]([O:15][C:16]([CH3:19])([CH3:18])[CH3:17])=[O:14])#[N:10]. (7) Given the reactants C[O:2][C:3]([C:5]1[CH:14]=[CH:13][C:12]2[C:7](=[CH:8][CH:9]=[C:10]([O:42][CH3:43])[C:11]=2[CH2:15][N:16]2[C:22](=[O:23])[C@@H:21]([NH:24][C:25](=[O:37])[C@@H:26]([N:28]([C:30]([O:32][C:33]([CH3:36])([CH3:35])[CH3:34])=[O:31])[CH3:29])[CH3:27])[CH2:20][CH2:19][C:18]3[CH:38]=[CH:39][CH:40]=[CH:41][C:17]2=3)[CH:6]=1)=[O:4].C1COCC1.O[Li].O, predict the reaction product. The product is: [C:33]([O:32][C:30]([N:28]([CH3:29])[C@@H:26]([CH3:27])[C:25]([NH:24][C@@H:21]1[C:22](=[O:23])[N:16]([CH2:15][C:11]2[C:10]([O:42][CH3:43])=[CH:9][CH:8]=[C:7]3[C:12]=2[CH:13]=[CH:14][C:5]([C:3]([OH:4])=[O:2])=[CH:6]3)[C:17]2[CH:41]=[CH:40][CH:39]=[CH:38][C:18]=2[CH2:19][CH2:20]1)=[O:37])=[O:31])([CH3:35])([CH3:36])[CH3:34].